Dataset: Forward reaction prediction with 1.9M reactions from USPTO patents (1976-2016). Task: Predict the product of the given reaction. (1) Given the reactants [CH2:1]([O:8][C:9]([N:11]1[CH2:16][CH2:15][N:14]([CH2:17][CH2:18][CH2:19][CH2:20][OH:21])[C:13](=[O:22])[C@@H:12]1[CH3:23])=[O:10])[C:2]1[CH:7]=[CH:6][CH:5]=[CH:4][CH:3]=1.ClN1C(=O)N(Cl)C(=O)N(Cl)C1=O, predict the reaction product. The product is: [CH2:1]([O:8][C:9]([N:11]1[CH2:16][CH2:15][N:14]([CH2:17][CH2:18][CH2:19][CH:20]=[O:21])[C:13](=[O:22])[C@@H:12]1[CH3:23])=[O:10])[C:2]1[CH:3]=[CH:4][CH:5]=[CH:6][CH:7]=1. (2) Given the reactants [C:1]([C:3]1[CH:4]=[C:5]([CH:9]=[C:10]([CH3:12])[N:11]=1)[C:6]([OH:8])=O)#[N:2].Cl.[Cl:14][C:15]1[CH:16]=[C:17]([NH:27]C(=O)C2C=CN=C(OCC)C=2)[CH:18]=[CH:19][C:20]=1[C@H:21]1[O:26][CH2:25][CH2:24][NH:23][CH2:22]1, predict the reaction product. The product is: [ClH:14].[Cl:14][C:15]1[CH:16]=[C:17]([NH:27][C:6](=[O:8])[C:5]2[CH:9]=[C:10]([CH3:12])[N:11]=[C:3]([C:1]#[N:2])[CH:4]=2)[CH:18]=[CH:19][C:20]=1[C@@H:21]1[O:26][CH2:25][CH2:24][NH:23][CH2:22]1.